From a dataset of Peptide-MHC class II binding affinity with 134,281 pairs from IEDB. Regression. Given a peptide amino acid sequence and an MHC pseudo amino acid sequence, predict their binding affinity value. This is MHC class II binding data. (1) The peptide sequence is SLYNTVATLYCVHAGIEV. The MHC is DRB1_0101 with pseudo-sequence DRB1_0101. The binding affinity (normalized) is 0.450. (2) The peptide sequence is YASGKVWGQKYFKGN. The MHC is HLA-DQA10501-DQB10301 with pseudo-sequence HLA-DQA10501-DQB10301. The binding affinity (normalized) is 0.785.